Dataset: Forward reaction prediction with 1.9M reactions from USPTO patents (1976-2016). Task: Predict the product of the given reaction. (1) Given the reactants [F:1][C:2]1[C:3]([NH:9][C:10](=[O:12])[CH3:11])=[N:4][C:5]([OH:8])=[N:6][CH:7]=1.[C:13]1([S:19](Cl)(=[O:21])=[O:20])[CH:18]=[CH:17][CH:16]=[CH:15][CH:14]=1, predict the reaction product. The product is: [C:10]([NH:9][C:3]1[C:2]([F:1])=[CH:7][N:6]=[C:5]([O:8][S:19]([C:13]2[CH:18]=[CH:17][CH:16]=[CH:15][CH:14]=2)(=[O:21])=[O:20])[N:4]=1)(=[O:12])[CH3:11]. (2) The product is: [I:15][C:8]1[CH:7]=[C:6]([CH2:5][CH2:4][C:3]([O:2][CH3:1])=[O:14])[CH:11]=[CH:10][C:9]=1[O:12][CH3:13]. Given the reactants [CH3:1][O:2][C:3](=[O:14])[CH2:4][CH2:5][C:6]1[CH:11]=[CH:10][C:9]([O:12][CH3:13])=[CH:8][CH:7]=1.[I:15]I, predict the reaction product. (3) Given the reactants [Cl:1][C:2]1[C:7]([Cl:8])=[C:6]([S:9](=[O:18])(=[O:17])[NH:10][C@@H:11]([CH3:16])[C:12]([F:15])([F:14])[F:13])[CH:5]=[CH:4][C:3]=1[C:19]1[S:23][C:22]([C:24]2[CH:29]=[CH:28][CH:27]=[C:26]([C:30]([OH:33])([CH3:32])[CH3:31])[N:25]=2)=[N:21][C:20]=1[C:34]([OH:36])=O.CN(C(ON1N=N[C:47]2C=[CH:49][CH:50]=[N:51][C:46]1=2)=[N+](C)C)C.F[P-](F)(F)(F)(F)F.C(NCC)C, predict the reaction product. The product is: [Cl:1][C:2]1[C:7]([Cl:8])=[C:6]([S:9](=[O:18])(=[O:17])[NH:10][C@@H:11]([CH3:16])[C:12]([F:13])([F:14])[F:15])[CH:5]=[CH:4][C:3]=1[C:19]1[S:23][C:22]([C:24]2[CH:29]=[CH:28][CH:27]=[C:26]([C:30]([OH:33])([CH3:31])[CH3:32])[N:25]=2)=[N:21][C:20]=1[C:34]([N:51]([CH2:46][CH3:47])[CH2:50][CH3:49])=[O:36]. (4) Given the reactants [Cl:1][C:2]1[CH:7]=[C:6](I)[CH:5]=[CH:4][C:3]=1[NH:9][C:10](=[O:18])[C@:11]([OH:17])([CH3:16])[C:12]([F:15])([F:14])[F:13].[SH:19][CH2:20][CH2:21][OH:22].C[O-].[Na+], predict the reaction product. The product is: [Cl:1][C:2]1[CH:7]=[C:6]([S:19][CH2:20][CH2:21][OH:22])[CH:5]=[CH:4][C:3]=1[NH:9][C:10](=[O:18])[C@:11]([OH:17])([CH3:16])[C:12]([F:15])([F:14])[F:13]. (5) The product is: [CH3:1][O:2][C:3]1[CH:10]=[CH:9][CH:8]=[CH:7][C:4]=1[CH2:5][NH:6][C:12](=[O:13])[CH3:11]. Given the reactants [CH3:1][O:2][C:3]1[CH:10]=[CH:9][CH:8]=[CH:7][C:4]=1[CH2:5][NH2:6].[CH3:11][C:12](OC(C)=O)=[O:13], predict the reaction product.